Dataset: Reaction yield outcomes from USPTO patents with 853,638 reactions. Task: Predict the reaction yield, written as a fraction of the theoretical maximum amount of product (1.0 means a 100% yield; for example, 0.34 means a 34% yield). The reactants are O=C1C2C(=CC=CC=2)C(=O)[N:3]1[C@H:12]([C:33]1[CH:38]=[CH:37][CH:36]=[CH:35][CH:34]=1)[CH2:13][CH2:14][N:15]1[CH2:20][CH2:19][CH:18]([C:21]2[CH:22]=[C:23]([NH:27][C:28](=[O:32])[CH:29]([CH3:31])[CH3:30])[CH:24]=[CH:25][CH:26]=2)[CH2:17][CH2:16]1.NN. The catalyst is C(O)C. The product is [NH2:3][C@H:12]([C:33]1[CH:34]=[CH:35][CH:36]=[CH:37][CH:38]=1)[CH2:13][CH2:14][N:15]1[CH2:20][CH2:19][CH:18]([C:21]2[CH:22]=[C:23]([NH:27][C:28](=[O:32])[CH:29]([CH3:31])[CH3:30])[CH:24]=[CH:25][CH:26]=2)[CH2:17][CH2:16]1. The yield is 0.950.